Task: Predict the product of the given reaction.. Dataset: Forward reaction prediction with 1.9M reactions from USPTO patents (1976-2016) (1) Given the reactants [NH2:1][C:2]1[CH:23]=[CH:22][C:5]([O:6][C:7]2[CH:8]=[CH:9][C:10]3[N:11]([CH:13]=[C:14]([NH:16][C:17]([CH:19]4[CH2:21][CH2:20]4)=[O:18])[N:15]=3)[CH:12]=2)=[C:4]([F:24])[CH:3]=1.[F:25][C:26]1[CH:31]=[CH:30][C:29]([N:32]2[C:37]([CH3:38])=[C:36]([CH3:39])[CH:35]=[C:34]([C:40](O)=[O:41])[C:33]2=[O:43])=[CH:28][CH:27]=1.C(N(CC)C(C)C)(C)C.CN(C(ON1N=NC2C=CC=NC1=2)=[N+](C)C)C.F[P-](F)(F)(F)(F)F.C(=O)([O-])O.[Na+], predict the reaction product. The product is: [CH:19]1([C:17]([NH:16][C:14]2[N:15]=[C:10]3[CH:9]=[CH:8][C:7]([O:6][C:5]4[CH:22]=[CH:23][C:2]([NH:1][C:40]([C:34]5[C:33](=[O:43])[N:32]([C:29]6[CH:28]=[CH:27][C:26]([F:25])=[CH:31][CH:30]=6)[C:37]([CH3:38])=[C:36]([CH3:39])[CH:35]=5)=[O:41])=[CH:3][C:4]=4[F:24])=[CH:12][N:11]3[CH:13]=2)=[O:18])[CH2:21][CH2:20]1. (2) Given the reactants [CH:1]12[CH2:7][CH:4]([CH2:5][CH2:6]1)[CH:3]=[CH:2]2.[C:8]([O:12][CH3:13])(=[O:11])[CH:9]=[CH2:10].N(C(C)(C)C#N)=NC(C)(C)C#N.CC[Al](Cl)CC.CC[Al](Cl)Cl.Cl.CO, predict the reaction product. The product is: [CH:1]12[CH2:7][CH:4]([CH2:5][CH2:6]1)[CH:3]=[CH:2]2.[C:8]([O:12][CH3:13])(=[O:11])[CH:9]=[CH2:10]. (3) Given the reactants [OH2:1].C([C@@:10]([C:25]([OH:27])=[O:26])([OH:24])[C@@:11](C(=O)C1C=CC=CC=1)([OH:15])[C:12]([OH:14])=[O:13])(=O)C1C=CC=CC=1.[Br:28][C:29]1[CH:30]=[N:31][CH:32]=[C:33]([C@@H:35]2[CH2:39][CH2:38][CH2:37][N:36]2[CH3:40])[CH:34]=1.[CH2:41]([OH:43])[CH3:42], predict the reaction product. The product is: [C:41]([O:15][C@H:11]([C@@H:10]([O:24][C:34](=[O:1])[C:33]1[CH:32]=[CH:37][CH:38]=[CH:39][CH:35]=1)[C:25]([OH:27])=[O:26])[C:12]([OH:14])=[O:13])(=[O:43])[C:42]1[CH:39]=[CH:35][CH:33]=[CH:34][CH:29]=1.[Br:28][C:29]1[CH:30]=[N:31][CH:32]=[C:33]([C@@H:35]2[CH2:39][CH2:38][CH2:37][N:36]2[CH3:40])[CH:34]=1. (4) Given the reactants [NH2:1][C:2]1[C:6]([C:7]([C:9]2[S:10][CH:11]=[CH:12][CH:13]=2)=[O:8])=[CH:5][NH:4][N:3]=1.CN(C)[CH:16]=[CH:17][C:18]([C:20]1[CH:25]=[CH:24][CH:23]=[C:22]([N:26]2[CH:30]=[CH:29][CH:28]=[CH:27]2)[CH:21]=1)=O, predict the reaction product. The product is: [N:26]1([C:22]2[CH:21]=[C:20]([C:18]3[N:3]4[N:4]=[CH:5][C:6]([C:7]([C:9]5[S:10][CH:11]=[CH:12][CH:13]=5)=[O:8])=[C:2]4[N:1]=[CH:16][CH:17]=3)[CH:25]=[CH:24][CH:23]=2)[CH:30]=[CH:29][CH:28]=[CH:27]1. (5) Given the reactants [C:1]([C:11]([NH:13][C@H:14]([C:18]([NH:20][CH:21]([C:30](=[O:43])[CH2:31][O:32][C:33]1[C:38]([F:39])=[C:37]([F:40])[CH:36]=[C:35]([F:41])[C:34]=1[F:42])[CH2:22][C:23]([O:25][C:26]([CH3:29])([CH3:28])[CH3:27])=[O:24])=[O:19])[CH:15]([CH3:17])[CH3:16])=[O:12])([O:3][CH2:4][C:5]1[CH:10]=[CH:9][CH:8]=[CH:7][CH:6]=1)=[O:2].CO.C1COCC1.[BH4-].[Na+], predict the reaction product. The product is: [C:1]([C:11]([NH:13][C@H:14]([C:18]([NH:20][CH:21]([CH:30]([OH:43])[CH2:31][O:32][C:33]1[C:34]([F:42])=[C:35]([F:41])[CH:36]=[C:37]([F:40])[C:38]=1[F:39])[CH2:22][C:23]([O:25][C:26]([CH3:29])([CH3:28])[CH3:27])=[O:24])=[O:19])[CH:15]([CH3:16])[CH3:17])=[O:12])([O:3][CH2:4][C:5]1[CH:6]=[CH:7][CH:8]=[CH:9][CH:10]=1)=[O:2]. (6) Given the reactants [CH3:1][O:2][C:3](=[O:26])[CH2:4][C:5]1[C:14]([CH3:15])=[C:13](B2OC(C)(C)C(C)(C)O2)[C:12]2[C:7](=[CH:8][CH:9]=[C:10]([F:25])[CH:11]=2)[CH:6]=1.Br[C:28]1[CH:33]=[CH:32][C:31]([S:34][C:35]2[CH:40]=[CH:39][CH:38]=[CH:37][C:36]=2[Cl:41])=[CH:30][CH:29]=1.C(=O)(O)[O-].[Na+].O, predict the reaction product. The product is: [CH3:1][O:2][C:3](=[O:26])[CH2:4][C:5]1[C:14]([CH3:15])=[C:13]([C:28]2[CH:29]=[CH:30][C:31]([S:34][C:35]3[CH:40]=[CH:39][CH:38]=[CH:37][C:36]=3[Cl:41])=[CH:32][CH:33]=2)[C:12]2[C:7](=[CH:8][CH:9]=[C:10]([F:25])[CH:11]=2)[CH:6]=1. (7) Given the reactants [Br:1][C:2]1[CH:10]=[C:9]2[C:5]([CH2:6][CH2:7][C:8]2=[O:11])=[CH:4][CH:3]=1.Br[CH2:13][C:14]1[C:23]2[C:18](=[CH:19][CH:20]=[CH:21][C:22]=2[CH2:24]Br)[CH:17]=[CH:16][CH:15]=1.[H-].[Na+], predict the reaction product. The product is: [Br:1][C:2]1[CH:10]=[C:9]2[C:5]([CH2:6][C:7]3([C:8]2=[O:11])[CH2:24][C:22]2[C:23]4[C:18]([CH:19]=[CH:20][CH:21]=2)=[CH:17][CH:16]=[CH:15][C:14]=4[CH2:13]3)=[CH:4][CH:3]=1.